This data is from Forward reaction prediction with 1.9M reactions from USPTO patents (1976-2016). The task is: Predict the product of the given reaction. (1) Given the reactants [CH2:1]([C:5]1[N:10]=[C:9]([CH3:11])[N:8]([C:12]2[CH:13]=[C:14]3[C:18](=[CH:19][CH:20]=2)[CH2:17][CH2:16][CH:15]3[O:21][Si](C(C)(C)C)(C)C)[C:7](=[O:29])[C:6]=1[CH2:30][C:31]1[CH:36]=[CH:35][C:34]([C:37]2[CH:42]=[CH:41][CH:40]=[CH:39][C:38]=2[C:43]2[NH:47][C:46](=[O:48])[O:45][N:44]=2)=[CH:33][CH:32]=1)[CH2:2][CH2:3][CH3:4].[F-].C([N+](CCCC)(CCCC)CCCC)CCC.C(OCC)(=O)C.O, predict the reaction product. The product is: [CH2:1]([C:5]1[N:10]=[C:9]([CH3:11])[N:8]([C:12]2[CH:13]=[C:14]3[C:18](=[CH:19][CH:20]=2)[CH2:17][CH2:16][CH:15]3[OH:21])[C:7](=[O:29])[C:6]=1[CH2:30][C:31]1[CH:36]=[CH:35][C:34]([C:37]2[CH:42]=[CH:41][CH:40]=[CH:39][C:38]=2[C:43]2[NH:47][C:46](=[O:48])[O:45][N:44]=2)=[CH:33][CH:32]=1)[CH2:2][CH2:3][CH3:4]. (2) Given the reactants C([O:5][C:6](=[O:38])[C:7]1[CH:12]=[CH:11][CH:10]=[C:9]([CH2:13][CH:14]([NH:28][C:29](=[O:37])[CH2:30][CH2:31][CH2:32][S:33]([CH3:36])(=[O:35])=[O:34])[B:15]2[O:23]C3C(C)(C4CC(C3)C4(C)C)[O:16]2)[CH:8]=1)(C)(C)C.B(Br)(Br)Br, predict the reaction product. The product is: [OH:23][B:15]1[C@@H:14]([NH:28][C:29](=[O:37])[CH2:30][CH2:31][CH2:32][S:33]([CH3:36])(=[O:34])=[O:35])[CH2:13][C:9]2[CH:10]=[CH:11][CH:12]=[C:7]([C:6]([OH:5])=[O:38])[C:8]=2[O:16]1.